Task: Predict the product of the given reaction.. Dataset: Forward reaction prediction with 1.9M reactions from USPTO patents (1976-2016) (1) Given the reactants [Br:1][C:2]1[CH:3]=[C:4]([CH:7]=[CH:8][C:9]=1[O:10][CH2:11][O:12][CH2:13][CH2:14][O:15][CH3:16])[CH2:5][NH2:6].[C:17](O[C:17]([O:19][C:20]([CH3:23])([CH3:22])[CH3:21])=[O:18])([O:19][C:20]([CH3:23])([CH3:22])[CH3:21])=[O:18], predict the reaction product. The product is: [Br:1][C:2]1[CH:3]=[C:4]([CH:7]=[CH:8][C:9]=1[O:10][CH2:11][O:12][CH2:13][CH2:14][O:15][CH3:16])[CH2:5][NH:6][C:17](=[O:18])[O:19][C:20]([CH3:23])([CH3:22])[CH3:21]. (2) Given the reactants Br[C:2]1[C:3]([O:17][C:18]2[CH:23]=[CH:22][C:21]([F:24])=[CH:20][CH:19]=2)=[C:4]2[C:9](=[CH:10][CH:11]=1)[N:8]([C:12]([O:14][CH3:15])=[O:13])[C@@H:7]([CH3:16])[CH2:6][CH2:5]2.CC1(C)C(C)(C)OB([C:33]2[CH:34]=[N:35][N:36]([CH:38]3[CH2:43][CH2:42][N:41]([C:44](OC(C)(C)C)=O)[CH2:40][CH2:39]3)[CH:37]=2)O1, predict the reaction product. The product is: [F:24][C:21]1[CH:22]=[CH:23][C:18]([O:17][C:3]2[C:2]([C:33]3[CH:34]=[N:35][N:36]([CH:38]4[CH2:43][CH2:42][N:41]([CH3:44])[CH2:40][CH2:39]4)[CH:37]=3)=[CH:11][CH:10]=[C:9]3[C:4]=2[CH2:5][CH2:6][C@H:7]([CH3:16])[N:8]3[C:12]([O:14][CH3:15])=[O:13])=[CH:19][CH:20]=1. (3) Given the reactants [CH3:1][C@H:2]1[NH:7][C:6](=[O:8])[CH:5]([NH:9][C:10](=[O:16])[O:11][C:12]([CH3:15])([CH3:14])[CH3:13])[CH2:4][C@H:3]1[C:17]1[C:22]([F:23])=[CH:21][CH:20]=[C:19]([F:24])[C:18]=1[F:25].C(O[K])(C)(C)C, predict the reaction product. The product is: [CH3:1][C@H:2]1[NH:7][C:6](=[O:8])[C@@H:5]([NH:9][C:10](=[O:16])[O:11][C:12]([CH3:14])([CH3:15])[CH3:13])[CH2:4][C@H:3]1[C:17]1[C:22]([F:23])=[CH:21][CH:20]=[C:19]([F:24])[C:18]=1[F:25]. (4) Given the reactants [Cl:1][C:2]1[CH:9]=[C:8]([N:10]2[C:14]([CH3:15])=[C:13]([CH2:16][OH:17])[C:12]([CH3:18])=[N:11]2)[CH:7]=[CH:6][C:3]=1[C:4]#[N:5].[Cl:19][C:20]1[CH:21]=[C:22](O)[CH:23]=[CH:24][C:25]=1[Cl:26], predict the reaction product. The product is: [Cl:1][C:2]1[CH:9]=[C:8]([N:10]2[C:14]([CH3:15])=[C:13]([CH2:16][O:17][C:23]3[CH:22]=[CH:21][C:20]([Cl:19])=[C:25]([Cl:26])[CH:24]=3)[C:12]([CH3:18])=[N:11]2)[CH:7]=[CH:6][C:3]=1[C:4]#[N:5]. (5) The product is: [CH2:36]([O:1][CH2:2][C:3]1[CH:8]=[CH:7][C:6]([CH:9]2[CH2:15][CH:14]3[N:16]([C:17]([O:19][C:20]([CH3:23])([CH3:22])[CH3:21])=[O:18])[CH:11]([CH2:12][CH2:13]3)[CH:10]2[O:24][CH2:25][C:26]2[CH:35]=[CH:34][C:33]3[C:28](=[CH:29][CH:30]=[CH:31][CH:32]=3)[CH:27]=2)=[CH:5][CH:4]=1)[C:37]1[CH:42]=[CH:41][CH:40]=[CH:39][CH:38]=1. Given the reactants [OH:1][CH2:2][C:3]1[CH:8]=[CH:7][C:6]([CH:9]2[CH2:15][CH:14]3[N:16]([C:17]([O:19][C:20]([CH3:23])([CH3:22])[CH3:21])=[O:18])[CH:11]([CH2:12][CH2:13]3)[CH:10]2[O:24][CH2:25][C:26]2[CH:35]=[CH:34][C:33]3[C:28](=[CH:29][CH:30]=[CH:31][CH:32]=3)[CH:27]=2)=[CH:5][CH:4]=1.[CH2:36](Br)[C:37]1[CH:42]=[CH:41][CH:40]=[CH:39][CH:38]=1, predict the reaction product. (6) Given the reactants [CH3:1][C:2]1([CH2:16][NH2:17])[C:15]2[CH:14]=[CH:13][CH:12]=[CH:11][C:10]=2[O:9][C:8]2[C:3]1=[CH:4][CH:5]=[CH:6][CH:7]=2.[CH3:18][O:19][C:20]([C:22]1(C[CH2:23][CH2:22][CH2:20][O:19][CH3:18])C2C=CC=CC=2OC2[C:23]1=CC=CC=2)=O, predict the reaction product. The product is: [CH3:18][O:19][CH2:20][CH2:22][CH2:23][CH2:1][C:2]1([CH2:16][NH2:17])[C:15]2[CH:14]=[CH:13][CH:12]=[CH:11][C:10]=2[O:9][C:8]2[C:3]1=[CH:4][CH:5]=[CH:6][CH:7]=2. (7) Given the reactants [C:1]([Si:5]([CH3:14])([CH3:13])[O:6][C:7]([CH:9]=[C:10]([CH3:12])[CH3:11])=[CH2:8])([CH3:4])([CH3:3])[CH3:2].[N+:15]([C:18]1[CH:25]=[N:24][CH:23]=[CH:22][C:19]=1[CH:20]=[O:21])([O-:17])=[O:16].CC(C)(C)/C(/O)=C/C(C(C(C(F)(F)F)(F)F)(F)F)=O.CC(C)(C)/C(/O)=C/C(C(C(C(F)(F)F)(F)F)(F)F)=O.CC(C)(C)/C(/O)=C/C(C(C(C(F)(F)F)(F)F)(F)F)=O.[Eu], predict the reaction product. The product is: [Si:5]([O:6][C:7]1[CH2:8][CH:20]([C:19]2[CH:22]=[CH:23][N:24]=[CH:25][C:18]=2[N+:15]([O-:17])=[O:16])[O:21][C:10]([CH3:12])([CH3:11])[CH:9]=1)([C:1]([CH3:3])([CH3:4])[CH3:2])([CH3:13])[CH3:14]. (8) Given the reactants Cl[C:2]1[C:10]2[C:5](=[CH:6][C:7]([CH2:11][N:12]([CH:21]3[CH2:23][CH2:22]3)[C:13]([C@@H:15]3[O:20][CH2:19][CH2:18][NH:17][CH2:16]3)=[O:14])=[CH:8][CH:9]=2)[N:4]([CH2:24][CH2:25][CH2:26][O:27][CH3:28])[CH:3]=1.C(N(C(C)C)CC)(C)C, predict the reaction product. The product is: [CH:21]1([N:12]([CH2:11][C:7]2[CH:6]=[C:5]3[C:10]([CH:2]=[CH:3][N:4]3[CH2:24][CH2:25][CH2:26][O:27][CH3:28])=[CH:9][CH:8]=2)[C:13]([C@@H:15]2[O:20][CH2:19][CH2:18][NH:17][CH2:16]2)=[O:14])[CH2:22][CH2:23]1.